This data is from Catalyst prediction with 721,799 reactions and 888 catalyst types from USPTO. The task is: Predict which catalyst facilitates the given reaction. (1) The catalyst class is: 370. Product: [CH3:28][N:2]([CH3:1])[CH2:3][CH2:4][CH2:5][CH:6]([C:7]1[CH:8]=[CH:9][C:10]([N:13]2[CH2:14][CH2:15][N:16]([CH2:19][C:20]3[CH:21]=[CH:22][CH:23]=[CH:24][CH:25]=3)[CH2:17][CH2:18]2)=[CH:11][CH:12]=1)[OH:26]. Reactant: [CH3:1][N:2]([CH3:28])[C:3](=O)[CH2:4][CH2:5][C:6](=[O:26])[C:7]1[CH:12]=[CH:11][C:10]([N:13]2[CH2:18][CH2:17][N:16]([CH2:19][C:20]3[CH:25]=[CH:24][CH:23]=[CH:22][CH:21]=3)[CH2:15][CH2:14]2)=[CH:9][CH:8]=1.[H-].[Al+3].[Li+].[H-].[H-].[H-]. (2) Reactant: CC(C)=O.C(=O)=O.C[O:9][C:10]1[CH:11]=[C:12]([C:18](=[O:35])[CH:19]=[C:20]2[C:33]3[C:28](=[CH:29][CH:30]=[CH:31][CH:32]=3)[C:27](=[O:34])[C:26]3[CH:25]=[CH:24][CH:23]=[CH:22][C:21]2=3)[CH:13]=[CH:14][C:15]=1[O:16]C.B(Br)(Br)Br.O. Product: [OH:9][C:10]1[CH:11]=[C:12]([C:18](=[O:35])[CH:19]=[C:20]2[C:33]3[C:28](=[CH:29][CH:30]=[CH:31][CH:32]=3)[C:27](=[O:34])[C:26]3[CH:25]=[CH:24][CH:23]=[CH:22][C:21]2=3)[CH:13]=[CH:14][C:15]=1[OH:16]. The catalyst class is: 4. (3) Reactant: C(O)(C(F)(F)F)=O.CC(OC([N:15]1[C:23]2[CH:22]=[CH:21][N:20]=[CH:19][C:18]=2[CH:17]=[C:16]1[CH:24]=[O:25])=O)(C)C. Product: [NH:15]1[C:23]2[CH:22]=[CH:21][N:20]=[CH:19][C:18]=2[CH:17]=[C:16]1[CH:24]=[O:25]. The catalyst class is: 4. (4) Reactant: [F:1][C:2]([F:7])([F:6])[C:3]([OH:5])=[O:4].[CH3:8][C:9]1[CH:14]=[C:13]([S:15]([CH3:18])(=[O:17])=[O:16])[CH:12]=[CH:11][C:10]=1[C:19]1[CH:24]=[CH:23][C:22]([O:25][CH2:26][CH:27]2[CH2:32][CH2:31][NH:30][CH2:29][CH2:28]2)=[CH:21][N:20]=1.Cl[C:34]([O:36][CH:37]([CH3:39])[CH3:38])=[O:35].C(N(CC)CC)C. Product: [C:3]([OH:5])([C:2]([F:7])([F:6])[F:1])=[O:4].[C:34](=[O:35])([O-:16])[O-:36].[CH3:8][C:9]1[CH:14]=[C:13]([S:15]([CH3:18])(=[O:17])=[O:16])[CH:12]=[CH:11][C:10]=1[C:19]1[N:20]=[CH:21][C:22]([O:25][CH2:26][CH:27]2[CH2:32][CH2:31][N:30]([C:34]([O:36][CH:37]([CH3:39])[CH3:38])=[O:35])[CH2:29][CH2:28]2)=[CH:23][CH:24]=1. The catalyst class is: 2.